This data is from Experimentally validated miRNA-target interactions with 360,000+ pairs, plus equal number of negative samples. The task is: Binary Classification. Given a miRNA mature sequence and a target amino acid sequence, predict their likelihood of interaction. (1) The miRNA is hsa-miR-548x-5p with sequence UGCAAAAGUAAUUGCAGUUUUUG. The protein sequence of the target gene is MSERVERNWSTGGWLLALCLAWLWTHLTLAALQPPTATVLVQQGTCEVIAAHRCCNRNRIEERSQTVKCSCFSGQVAGTTRAKPSCVDASIVLQRWWCQMEPCLPGEECKVLPDLSGWSCSSGHKVKTTKVTR. Result: 0 (no interaction). (2) The miRNA is mmu-miR-669b-5p with sequence AGUUUUGUGUGCAUGUGCAUGU. The protein sequence of the target gene is MGHRFLRGLLTLLLPPPPLYTRHRMLGPESVPPPKRSRSKLMAPPRIGTHNGTFHCDEALACALLRLLPEYRDAEIVRTRDPEKLASCDIVVDVGGEYDPRRHRYDHHQRSFTETMSSLSPGKPWQTKLSSAGLIYLHFGHKLLAQLLGTSEEDSMVGTLYDKMYENFVEEVDAVDNGISQWAEGEPRYALTTTLSARVARLNPTWNHPDQDTEAGFKRAMDLVQEEFLQRLDFYQHSWLPARALVEEALAQRFQVDPSGEIVELAKGACPWKEHLYHLESGLSPPVAIFFVIYTDQAGQ.... Result: 0 (no interaction). (3) The miRNA is hsa-miR-6773-5p with sequence UUGGGCCCAGGAGUAAACAGGAU. The protein sequence of the target gene is MFSWLGTDDRRRKDPEVFQTVSEGLKKLYKSKLLPLEEHYRFHEFHSPALEDADFDNKPMVLLVGQYSTGKTTFIRYLLEQDFPGMRIGPEPTTDSFIAVMQGDMEGIIPGNALVVDPKKPFRKLNAFGNAFLNRFVCAQLPNPVLESISVIDTPGILSGEKQRISRGYDFAAVLEWFAERVDRIILLFDAHKLDISDEFSEVIKALKNHEDKMRVVLNKADQIETQQLMRVYGALMWSLGKIVNTPEVIRVYIGSFWSHPLLIPDNRKLFEAEEQDLFRDIQSLPRNAALRKLNDLIKR.... Result: 0 (no interaction). (4) The miRNA is hsa-miR-1301-3p with sequence UUGCAGCUGCCUGGGAGUGACUUC. The protein sequence of the target gene is MSEVSCKKRDDYLEWPEYFMAVAFLSAQRSKDPNSQVGACIVNSENKIVGIGYNGMPNGCSDDVLPWRRTAENKLDTKYPYVCHAELNAIMNKNSTDVKGCSMYVALFPCNECAKLIIQAGIKEVIFMSDKYHDSDEATAARLLFNMAGVTFRKFIPKCSKIVIDFDSINSRPSQKLQ. Result: 1 (interaction). (5) The miRNA is hsa-miR-7844-5p with sequence AAAACUAGGACUGUGUGGUGUA. Result: 0 (no interaction). The protein sequence of the target gene is MPEPWGTVYFLGIAQVFSFLFSWWNLEGVMNQADAPRPLNWTIRKLCHAAFLPSVRLLKAQKSWIERAFYKRECVHIIPSTKDPHRCCCGRLIGQHVGLTPSISVLQNEKNESRLSRNDIQSEKWSISKHTQLSPTDAFGTIEFQGGGHSNKAMYVRVSFDTKPDLLLHLMTKEWQLELPKLLISVHGGLQNFELQPKLKQVFGKGLIKAAMTTGAWIFTGGVNTGVIRHVGDALKDHASKSRGKICTIGIAPWGIVENQEDLIGRDVVRPYQTMSNPMSKLTVLNSMHSHFILADNGTT.... (6) The protein sequence of the target gene is MAMVVSSWRDPQDDVAGGNPGGPNPAAQAARGGGGGAGEQQQQAGSGAPHTPQTPGQPGAPATPGTAGDKGQGPPGSGQSQQHIECVVCGDKSSGKHYGQFTCEGCKSFFKRSVRRNLTYTCRANRNCPIDQHHRNQCQYCRLKKCLKVGMRREAVQRGRMPPTQPNPGQYALTNGDPLNGHCYLSGYISLLLRAEPYPTSRYGSQCMQPNNIMGIENICELAARLLFSAVEWARNIPFFPDLQITDQVSLLRLTWSELFVLNAAQCSMPLHVAPLLAAAGLHASPMSADRVVAFMDHIR.... The miRNA is hsa-miR-6746-3p with sequence CAGCCGCCGCCUGUCUCCACAG. Result: 0 (no interaction). (7) The miRNA is mmu-miR-367-3p with sequence AAUUGCACUUUAGCAAUGGUGA. The protein sequence of the target gene is MGEHPSPGPAVAACAEAERIEELEPEAEERLPAAPEDHWKVLFEKFDPGSTGYISTGKFRSLLESHSSKLDPHKKEVLLALADSHADGQICYQDFVNLMSNKRSNSFRQAILQGNRRLSSKALLEEKGLSLSQRLIRHVAYETLPREIDRKWYYDSYTCCPPPWFMITITLLEVALFLYNGVLLDQFVLQVTHPRYLKNSLVYHPQLRAQAWRYVTYIFMHAGVEQLGLNVALQLLVGVPLEMVHGATRIGLVYVAGVVAGSLAVSVADMTAPVVGSSGGVYALVSAHLANIVMNWSGMK.... Result: 1 (interaction). (8) The miRNA is hsa-miR-6862-5p with sequence CGGGCAUGCUGGGAGAGACUUU. The protein sequence of the target gene is MAAAQEADGARSAVVAAGGGSSGQVTSNGSIGRDPPAETQPQNPPAQPAPNAWQVIKGVLFRIFIIWAISSWFRRGPAPQDQAGPGGAPRVASRNLFPKDTLMNLHVYISEHEHFTDFNATSALFWEQHDLVYGDWTSGENSDGCYEHFAELDIPQSVQQNGSIYIHVYFTKSGFHPDPRQKALYRRLATVHMSRMINKYKRRRFQKTKNLLTGETEADPEMIKRAEDYGPVEVISHWHPNITINIVDDHTPWVKGSVPPPLDQYVKFDAVSGDYYPIIYFNDYWNLQKDYYPINESLAS.... Result: 1 (interaction).